This data is from Retrosynthesis with 50K atom-mapped reactions and 10 reaction types from USPTO. The task is: Predict the reactants needed to synthesize the given product. Given the product O=C(Nc1ccc(CNc2nc(N3CCC3)nc3ccccc23)cc1)c1ccc(F)cc1, predict the reactants needed to synthesize it. The reactants are: C1CNC1.O=C(Nc1ccc(CNc2nc(Cl)nc3ccccc23)cc1)c1ccc(F)cc1.